This data is from Full USPTO retrosynthesis dataset with 1.9M reactions from patents (1976-2016). The task is: Predict the reactants needed to synthesize the given product. Given the product [F:13][C:6]1[C:7]([NH2:9])=[CH:8][C:3]([C:2]([F:1])([F:10])[F:11])=[N:4][CH:5]=1, predict the reactants needed to synthesize it. The reactants are: [F:1][C:2]([F:11])([F:10])[C:3]1[CH:8]=[C:7]([NH2:9])[CH:6]=[CH:5][N:4]=1.[B-](F)(F)(F)[F:13].[B-](F)(F)(F)F.C1[N+]2(CCl)CC[N+](F)(CC2)C1.C(=O)(O)[O-].[Na+].